Dataset: Forward reaction prediction with 1.9M reactions from USPTO patents (1976-2016). Task: Predict the product of the given reaction. (1) Given the reactants [F:1][C:2]([F:15])([F:14])[S:3](O[S:3]([C:2]([F:15])([F:14])[F:1])(=[O:5])=[O:4])(=[O:5])=[O:4].[Cl:16][C:17]1[CH:22]=[CH:21][C:20]([NH2:23])=[C:19]([O:24][C:25]2[CH:30]=[CH:29][C:28]([Cl:31])=[CH:27][C:26]=2[Cl:32])[CH:18]=1.O, predict the reaction product. The product is: [Cl:16][C:17]1[CH:22]=[CH:21][C:20]([NH:23][S:3]([C:2]([F:15])([F:14])[F:1])(=[O:5])=[O:4])=[C:19]([O:24][C:25]2[CH:30]=[CH:29][C:28]([Cl:31])=[CH:27][C:26]=2[Cl:32])[CH:18]=1. (2) The product is: [CH:1]([S:14][CH2:15][CH2:16][NH:17][CH2:21][CH:18]1[CH2:20][CH2:19]1)([C:8]1[CH:9]=[CH:10][CH:11]=[CH:12][CH:13]=1)[C:2]1[CH:7]=[CH:6][CH:5]=[CH:4][CH:3]=1. Given the reactants [CH:1]([S:14][CH2:15][CH2:16][NH2:17])([C:8]1[CH:13]=[CH:12][CH:11]=[CH:10][CH:9]=1)[C:2]1[CH:7]=[CH:6][CH:5]=[CH:4][CH:3]=1.[CH:18]1([CH:21]=O)[CH2:20][CH2:19]1.C([BH3-])#N.[Na+].C([O-])(O)=O.[Na+], predict the reaction product. (3) Given the reactants [CH2:1]([O:3][C:4]([C:6]1[NH:7][C:8]([CH3:11])=[CH:9][CH:10]=1)=[O:5])[CH3:2].[CH3:12][O:13][C:14]1[CH:19]=[CH:18][C:17]([CH2:20][C:21](Cl)=[O:22])=[CH:16][CH:15]=1, predict the reaction product. The product is: [CH2:1]([O:3][C:4]([C:6]1[NH:7][C:8]([CH3:11])=[C:9]([C:21](=[O:22])[CH2:20][C:17]2[CH:18]=[CH:19][C:14]([O:13][CH3:12])=[CH:15][CH:16]=2)[CH:10]=1)=[O:5])[CH3:2]. (4) Given the reactants [Cl:1][C:2]1[C:3]([C:31]([F:34])([F:33])[F:32])=[N:4][CH:5]=[C:6](Cl)[C:7]=1[O:8][C:9]1[CH:14]=[CH:13][C:12]([CH2:15][CH2:16][NH:17][C:18]2[C:27]3[C:22](=[C:23]([F:29])[CH:24]=[CH:25][C:26]=3[F:28])[N:21]=[CH:20][N:19]=2)=[CH:11][CH:10]=1.C(N(CC)CC)C, predict the reaction product. The product is: [Cl:1][C:2]1[C:3]([C:31]([F:33])([F:34])[F:32])=[N:4][CH:5]=[CH:6][C:7]=1[O:8][C:9]1[CH:10]=[CH:11][C:12]([CH2:15][CH2:16][NH:17][C:18]2[C:27]3[C:22](=[C:23]([F:29])[CH:24]=[CH:25][C:26]=3[F:28])[N:21]=[CH:20][N:19]=2)=[CH:13][CH:14]=1.